Dataset: Forward reaction prediction with 1.9M reactions from USPTO patents (1976-2016). Task: Predict the product of the given reaction. (1) Given the reactants [CH:1]([N:14]1[CH2:17][CH:16]([N:18]2[C:26]3[C:21](=[CH:22][CH:23]=[C:24]([F:27])[CH:25]=3)[C:20]([C:28]3[N:29]=[C:30]4[C:36]([CH:37]=[O:38])=[CH:35][N:34]([CH2:39][O:40][CH2:41][CH2:42][Si:43]([CH3:46])([CH3:45])[CH3:44])[C:31]4=[N:32][CH:33]=3)=[N:19]2)[CH2:15]1)([C:8]1[CH:13]=[CH:12][CH:11]=[CH:10][CH:9]=1)[C:2]1[CH:7]=[CH:6][CH:5]=[CH:4][CH:3]=1.S(=O)(=O)([OH:49])N.[O-]Cl=O.[Na+].OP([O-])(O)=O.[K+], predict the reaction product. The product is: [CH:1]([N:14]1[CH2:17][CH:16]([N:18]2[C:26]3[C:21](=[CH:22][CH:23]=[C:24]([F:27])[CH:25]=3)[C:20]([C:28]3[N:29]=[C:30]4[C:36]([C:37]([OH:49])=[O:38])=[CH:35][N:34]([CH2:39][O:40][CH2:41][CH2:42][Si:43]([CH3:46])([CH3:45])[CH3:44])[C:31]4=[N:32][CH:33]=3)=[N:19]2)[CH2:15]1)([C:8]1[CH:13]=[CH:12][CH:11]=[CH:10][CH:9]=1)[C:2]1[CH:7]=[CH:6][CH:5]=[CH:4][CH:3]=1. (2) Given the reactants [OH:1][C:2]1[C:9]([N+:10]([O-:12])=[O:11])=[CH:8][C:5]([CH:6]=[O:7])=[CH:4][C:3]=1[I:13].[CH2:14](O)[CH2:15][CH2:16][CH3:17].C1(P(C2C=CC=CC=2)C2C=CC=CC=2)C=CC=CC=1.CCOC(/N=N/C(OCC)=O)=O, predict the reaction product. The product is: [CH2:14]([O:1][C:2]1[C:9]([N+:10]([O-:12])=[O:11])=[CH:8][C:5]([CH:6]=[O:7])=[CH:4][C:3]=1[I:13])[CH2:15][CH2:16][CH3:17]. (3) Given the reactants [CH3:1][O:2][C:3]([C:5]1[C:13]2[C:8](=[CH:9][CH:10]=[C:11]([O:14][C:15]3[CH:20]=[CH:19][C:18]([O:21][CH:22]([CH3:24])[CH3:23])=[CH:17][CH:16]=3)[CH:12]=2)[N:7]([C:25]2[CH:30]=[CH:29][C:28]([O:31]CC3C=CC=CC=3)=[CH:27][CH:26]=2)[C:6]=1[CH2:39][C:40]([O:42][CH3:43])=[O:41])=[O:4].CO, predict the reaction product. The product is: [CH3:1][O:2][C:3]([C:5]1[C:13]2[C:8](=[CH:9][CH:10]=[C:11]([O:14][C:15]3[CH:16]=[CH:17][C:18]([O:21][CH:22]([CH3:23])[CH3:24])=[CH:19][CH:20]=3)[CH:12]=2)[N:7]([C:25]2[CH:26]=[CH:27][C:28]([OH:31])=[CH:29][CH:30]=2)[C:6]=1[CH2:39][C:40]([O:42][CH3:43])=[O:41])=[O:4]. (4) Given the reactants [Cl:1][C:2]1[CH:3]=[C:4]([CH:18]=[CH:19][C:20]=1[Cl:21])[CH2:5][NH:6][C:7]([NH:9][C:10]1[S:11][CH:12]=[C:13]([CH2:15][NH:16][CH3:17])[N:14]=1)=[O:8].[CH3:22][O:23][C:24]1[CH:31]=[C:30]([O:32][CH3:33])[CH:29]=[CH:28][C:25]=1[CH:26]=O.C([BH3-])#N.[Na+].CO, predict the reaction product. The product is: [NH3:6].[Cl:1][C:2]1[CH:3]=[C:4]([CH:18]=[CH:19][C:20]=1[Cl:21])[CH2:5][NH:6][C:7]([NH:9][C:10]1[S:11][CH:12]=[C:13]([CH2:15][N:16]([CH2:26][C:25]2[CH:28]=[CH:29][C:30]([O:32][CH3:33])=[CH:31][C:24]=2[O:23][CH3:22])[CH3:17])[N:14]=1)=[O:8]. (5) Given the reactants [NH2:1][C@@H:2]1[CH2:11][C:10]2[C:5](=[C:6]([O:12][CH3:13])[CH:7]=[CH:8][CH:9]=2)[CH2:4][C@H:3]1[OH:14].CCN(CC)CC.[C:22](Cl)(=O)[CH2:23][CH3:24].[H-].[H-].[H-].[H-].[Li+].[Al+3], predict the reaction product. The product is: [CH3:13][O:12][C:6]1[CH:7]=[CH:8][CH:9]=[C:10]2[C:5]=1[CH2:4][C@@H:3]([OH:14])[C@H:2]([NH:1][CH2:22][CH2:23][CH3:24])[CH2:11]2. (6) Given the reactants [CH2:1]([NH:5][C:6]1[CH:11]=[CH:10][CH:9]=[CH:8][CH:7]=1)[CH2:2][CH2:3][CH3:4].[Cl:12][C:13](Cl)([O:15]C(=O)OC(Cl)(Cl)Cl)Cl, predict the reaction product. The product is: [CH2:1]([N:5]([C:6]1[CH:11]=[CH:10][CH:9]=[CH:8][CH:7]=1)[C:13]([Cl:12])=[O:15])[CH2:2][CH2:3][CH3:4].